From a dataset of Full USPTO retrosynthesis dataset with 1.9M reactions from patents (1976-2016). Predict the reactants needed to synthesize the given product. (1) Given the product [CH2:9]([O:8][C@H:7]1[C@H:6]([O:16][CH2:17][C:18]2[CH:19]=[CH:20][CH:21]=[CH:22][CH:23]=2)[C@@H:5]([CH2:24][O:25][CH2:26][C:27]2[CH:28]=[CH:29][CH:30]=[CH:31][CH:32]=2)[O:4][C@@:3]([NH2:82])([O:33][C@@H:34]2[C@@H:47]([CH2:48][O:49][CH2:50][C:51]3[CH:56]=[CH:55][CH:54]=[CH:53][CH:52]=3)[O:46][C@H:37]([O:38][CH2:39][C:40]3[CH:45]=[CH:44][CH:43]=[CH:42][CH:41]=3)[C@H:36]([NH:57][C:58](=[O:60])[CH3:59])[C@H:35]2[O:61][CH2:62][CH:63]=[CH2:64])[C@@H:2]1[C:69]([O:68][CH2:67][C:66]([Cl:73])([Cl:72])[Cl:65])=[O:70])[C:10]1[CH:15]=[CH:14][CH:13]=[CH:12][CH:11]=1, predict the reactants needed to synthesize it. The reactants are: N[C@@H:2]1[C@@H:7]([O:8][CH2:9][C:10]2[CH:15]=[CH:14][CH:13]=[CH:12][CH:11]=2)[C@H:6]([O:16][CH2:17][C:18]2[CH:23]=[CH:22][CH:21]=[CH:20][CH:19]=2)[C@@H:5]([CH2:24][O:25][CH2:26][C:27]2[CH:32]=[CH:31][CH:30]=[CH:29][CH:28]=2)[O:4][C@H:3]1[O:33][C@@H:34]1[C@@H:47]([CH2:48][O:49][CH2:50][C:51]2[CH:56]=[CH:55][CH:54]=[CH:53][CH:52]=2)[O:46][C@H:37]([O:38][CH2:39][C:40]2[CH:45]=[CH:44][CH:43]=[CH:42][CH:41]=2)[C@H:36]([NH:57][C:58](=[O:60])[CH3:59])[C@H:35]1[O:61][CH2:62][CH:63]=[CH2:64].[Cl:65][C:66]([Cl:73])([Cl:72])[CH2:67][O:68][C:69](Cl)=[O:70].ClCCl.CO.ClCCl.[N:82]1C=CC=CC=1. (2) The reactants are: C[Si]([N-][Si](C)(C)C)(C)C.[Li+].[CH2:11]=[C:12]1[CH2:18][CH:17]([S:19]([C:22]2[CH:27]=[CH:26][CH:25]=[CH:24][CH:23]=2)(=[O:21])=[O:20])[C:16]2[CH:28]=[C:29]([C:32](=[O:34])[CH3:33])[CH:30]=[CH:31][C:15]=2[O:14][CH2:13]1.[CH2:35](Br)[C:36]1[CH:41]=[CH:40][CH:39]=[CH:38][CH:37]=1.Cl. Given the product [CH2:35]([C:17]1([S:19]([C:22]2[CH:27]=[CH:26][CH:25]=[CH:24][CH:23]=2)(=[O:21])=[O:20])[C:16]2[CH:28]=[C:29]([C:32](=[O:34])[CH3:33])[CH:30]=[CH:31][C:15]=2[O:14][CH2:13][C:12](=[CH2:11])[CH2:18]1)[C:36]1[CH:41]=[CH:40][CH:39]=[CH:38][CH:37]=1, predict the reactants needed to synthesize it. (3) Given the product [CH3:18][S:19]([NH:1][C:2]1[CH:3]=[CH:4][C:5]([C:8]2[S:12][C:11]([NH:13][C:14](=[O:16])[CH3:15])=[N:10][C:9]=2[CH3:17])=[CH:6][CH:7]=1)(=[O:21])=[O:20], predict the reactants needed to synthesize it. The reactants are: [NH2:1][C:2]1[CH:7]=[CH:6][C:5]([C:8]2[S:12][C:11]([NH:13][C:14](=[O:16])[CH3:15])=[N:10][C:9]=2[CH3:17])=[CH:4][CH:3]=1.[CH3:18][S:19](Cl)(=[O:21])=[O:20].C(=O)([O-])[O-].[Na+].[Na+]. (4) Given the product [CH3:24][N:23](/[CH:22]=[N:21]/[C:16]1[N:17]([CH2:27][CH2:28][NH:29][C:30](=[O:39])[O:31][CH2:32][C:33]2[CH:38]=[CH:37][CH:36]=[CH:35][CH:34]=2)[C:18](=[O:20])[CH:19]=[C:14]([CH2:13][CH2:12][C:8]2[CH:9]=[CH:10][CH:11]=[C:6]([C:2]3[O:1][CH:5]=[CH:4][CH:3]=3)[CH:7]=2)[N:15]=1)[CH3:25], predict the reactants needed to synthesize it. The reactants are: [O:1]1[CH:5]=[CH:4][CH:3]=[C:2]1[C:6]1[CH:7]=[C:8]([CH2:12][CH2:13][C:14]2[N:15]=[C:16]([N:21]=[CH:22][N:23]([CH3:25])[CH3:24])[NH:17][C:18](=[O:20])[CH:19]=2)[CH:9]=[CH:10][CH:11]=1.O[CH2:27][CH2:28][NH:29][C:30](=[O:39])[O:31][CH2:32][C:33]1[CH:38]=[CH:37][CH:36]=[CH:35][CH:34]=1.C1(P(C2C=CC=CC=2)C2C=CC=CC=2)C=CC=CC=1.N(C(OCC)=O)=NC(OCC)=O. (5) Given the product [CH3:1][C:2]1[C:6]([C:7]2[CH:19]=[C:18]([C:20]([OH:22])=[O:21])[C:17]3[C:16]4[C:11](=[CH:12][CH:13]=[C:14]([O:24][CH3:25])[CH:15]=4)[N:10]([CH:26]([C:28]4[CH:29]=[CH:30][CH:31]=[CH:32][CH:33]=4)[CH3:27])[C:9]=3[CH:8]=2)=[C:5]([CH3:34])[O:4][N:3]=1, predict the reactants needed to synthesize it. The reactants are: [CH3:1][C:2]1[C:6]([C:7]2[CH:19]=[C:18]([C:20]([O:22]C)=[O:21])[C:17]3[C:16]4[C:11](=[CH:12][CH:13]=[C:14]([O:24][CH3:25])[CH:15]=4)[N:10]([CH:26]([C:28]4[CH:33]=[CH:32][CH:31]=[CH:30][CH:29]=4)[CH3:27])[C:9]=3[CH:8]=2)=[C:5]([CH3:34])[O:4][N:3]=1.[OH-].[Na+].